This data is from NCI-60 drug combinations with 297,098 pairs across 59 cell lines. The task is: Regression. Given two drug SMILES strings and cell line genomic features, predict the synergy score measuring deviation from expected non-interaction effect. Drug 1: CC1=C(C=C(C=C1)C(=O)NC2=CC(=CC(=C2)C(F)(F)F)N3C=C(N=C3)C)NC4=NC=CC(=N4)C5=CN=CC=C5. Drug 2: C(CCl)NC(=O)N(CCCl)N=O. Cell line: A549. Synergy scores: CSS=-0.0345, Synergy_ZIP=-0.648, Synergy_Bliss=-1.53, Synergy_Loewe=-2.47, Synergy_HSA=-2.33.